This data is from Retrosynthesis with 50K atom-mapped reactions and 10 reaction types from USPTO. The task is: Predict the reactants needed to synthesize the given product. The reactants are: CCOC(=O)C(Cl)C(=O)CCNC(=O)OCc1ccccc1.O=C(O)COc1ccccc1. Given the product CCOC(=O)C(OC(=O)COc1ccccc1)C(=O)CCNC(=O)OCc1ccccc1, predict the reactants needed to synthesize it.